This data is from Reaction yield outcomes from USPTO patents with 853,638 reactions. The task is: Predict the reaction yield, written as a fraction of the theoretical maximum amount of product (1.0 means a 100% yield; for example, 0.34 means a 34% yield). (1) The product is [NH2:35][C:25]1[C:24]([C@H:19]2[CH2:20][CH2:21][CH2:22][CH2:23][C@@H:18]2[O:17][C:13]2[C:14]([CH3:16])=[CH:15][C:10]([S:7]([NH:6][C:39]3[CH:44]=[CH:43][N:42]=[CH:41][N:40]=3)(=[O:9])=[O:8])=[C:11]([F:38])[CH:12]=2)=[CH:28][NH:27][N:26]=1. The catalyst is CO. The yield is 0.880. The reactants are COC1C=C(OC)C=CC=1C[N:6]([C:39]1[CH:44]=[CH:43][N:42]=[CH:41][N:40]=1)[S:7]([C:10]1[CH:15]=[C:14]([CH3:16])[C:13]([O:17][C@H:18]2[CH2:23][CH2:22][CH2:21][CH2:20][C@@H:19]2[C:24]2[C:25]([N+:35]([O-])=O)=[N:26][N:27](C3CCCCO3)[CH:28]=2)=[CH:12][C:11]=1[F:38])(=[O:9])=[O:8].C([SiH](CC)CC)C.FC(F)(F)C(O)=O.ClCCl. (2) The reactants are [CH3:1][O:2][CH2:3][C@H:4]([CH3:45])[O:5][C:6]1[CH:7]=[C:8]([CH:20]=[C:21]([C:23]2[NH:24][C:25]([C:28]3[O:29][C@@H:30]([CH2:33][O:34][Si](C(C)C)(C(C)C)C(C)C)[CH2:31][N:32]=3)=[CH:26][CH:27]=2)[CH:22]=1)[O:9][C:10]1[CH:15]=[N:14][C:13]([S:16]([CH3:19])(=[O:18])=[O:17])=[CH:12][N:11]=1.[F-].C([N+](CCCC)(CCCC)CCCC)CCC.O. The catalyst is O1CCCC1. The product is [CH3:1][O:2][CH2:3][C@H:4]([CH3:45])[O:5][C:6]1[CH:22]=[C:21]([C:23]2[NH:24][C:25]([C:28]3[O:29][C@@H:30]([CH2:33][OH:34])[CH2:31][N:32]=3)=[CH:26][CH:27]=2)[CH:20]=[C:8]([O:9][C:10]2[CH:15]=[N:14][C:13]([S:16]([CH3:19])(=[O:18])=[O:17])=[CH:12][N:11]=2)[CH:7]=1. The yield is 0.350. (3) The catalyst is CN(C=O)C. The yield is 0.810. The product is [N:20]1([CH2:19][CH2:18][O:1][C:2]2[CH:9]=[CH:8][C:5]([CH:6]=[O:7])=[CH:4][CH:3]=2)[CH2:25][CH2:24][O:23][CH2:22][CH2:21]1. The reactants are [OH:1][C:2]1[CH:9]=[CH:8][C:5]([CH:6]=[O:7])=[CH:4][CH:3]=1.C([O-])([O-])=O.[Cs+].[Cs+].Cl.Cl[CH2:18][CH2:19][N:20]1[CH2:25][CH2:24][O:23][CH2:22][CH2:21]1. (4) The reactants are [C:1]([C:3]1[C:4]([C:8]2[CH:13]=[CH:12][CH:11]=[C:10]([N+:14]([O-:16])=[O:15])[CH:9]=2)=[N:5][NH:6][CH:7]=1)#[CH:2].O.FC(F)(F)C(O)=[O:21].C(OCC)C. The catalyst is O1CCOCC1. The product is [N+:14]([C:10]1[CH:9]=[C:8]([C:4]2[C:3]([C:1](=[O:21])[CH3:2])=[CH:7][NH:6][N:5]=2)[CH:13]=[CH:12][CH:11]=1)([O-:16])=[O:15]. The yield is 0.680. (5) The reactants are [NH2:1][C:2]1[NH:6][N:5]=[C:4]([CH3:7])[C:3]=1[C:8]1[S:9][C:10]2[CH:16]=[C:15]([S:17](Cl)(=[O:19])=[O:18])[CH:14]=[CH:13][C:11]=2[N:12]=1.[S:21]1[CH:25]=[CH:24][CH:23]=[C:22]1[CH2:26][CH2:27][NH2:28].CN1CCOCC1. The catalyst is C(Cl)(Cl)Cl. The product is [S:21]1[CH:25]=[CH:24][CH:23]=[C:22]1[CH2:26][CH2:27][NH:28][S:17]([C:15]1[CH:14]=[CH:13][C:11]2[N:12]=[C:8]([C:3]3[C:4]([CH3:7])=[N:5][NH:6][C:2]=3[NH2:1])[S:9][C:10]=2[CH:16]=1)(=[O:19])=[O:18]. The yield is 0.0800. (6) The reactants are [CH3:1][C:2]1([CH3:7])[CH2:6][N:5]=[N:4][CH2:3]1.C[Si]([N:12]=[C:13]=[S:14])(C)C. The catalyst is C(O)C. The product is [CH3:1][C:2]1([CH3:7])[CH2:6][N:5]([C:13](=[S:14])[NH2:12])[N:4]=[CH:3]1. The yield is 0.810. (7) The reactants are [Cl:1][CH2:2][CH:3]1[C:11]2[C:10]3[CH:12]=[C:13]([C:16]([O:18]C)=[O:17])[CH:14]=[CH:15][C:9]=3[C:8]([N+:20]([O-:22])=[O:21])=[CH:7][C:6]=2[N:5](C(=O)C(F)(F)F)[CH2:4]1.OS(O)(=O)=O. The catalyst is O. The product is [Cl:1][CH2:2][CH:3]1[C:11]2[C:10]3[CH:12]=[C:13]([C:16]([OH:18])=[O:17])[CH:14]=[CH:15][C:9]=3[C:8]([N+:20]([O-:22])=[O:21])=[CH:7][C:6]=2[NH:5][CH2:4]1. The yield is 0.950. (8) The reactants are [F:1][C:2]1[CH:7]=[CH:6][C:5]([C@:8]2([CH2:31][C:32]([OH:34])=[O:33])[O:13][C:12](=[O:14])[N:11]([C@H:15]([C:17]3[CH:22]=[CH:21][C:20]([C:23]4[CH:28]=[CH:27][C:26](=[O:29])[N:25]([CH3:30])[CH:24]=4)=[CH:19][CH:18]=3)[CH3:16])[CH2:10][CH2:9]2)=[CH:4][CH:3]=1.O=S(Cl)Cl.[CH3:39]O. No catalyst specified. The product is [F:1][C:2]1[CH:7]=[CH:6][C:5]([C@:8]2([CH2:31][C:32]([O:34][CH3:39])=[O:33])[O:13][C:12](=[O:14])[N:11]([C@H:15]([C:17]3[CH:22]=[CH:21][C:20]([C:23]4[CH:28]=[CH:27][C:26](=[O:29])[N:25]([CH3:30])[CH:24]=4)=[CH:19][CH:18]=3)[CH3:16])[CH2:10][CH2:9]2)=[CH:4][CH:3]=1. The yield is 0.435.